Predict the reactants needed to synthesize the given product. From a dataset of Full USPTO retrosynthesis dataset with 1.9M reactions from patents (1976-2016). Given the product [OH:4][CH2:3][C@@H:2]([NH:1][C:20](=[O:21])[O:22][C:23]([CH3:26])([CH3:25])[CH3:24])[C:5]1[CH:10]=[CH:9][CH:8]=[CH:7][CH:6]=1, predict the reactants needed to synthesize it. The reactants are: [NH2:1][C@@H:2]([C:5]1[CH:10]=[CH:9][CH:8]=[CH:7][CH:6]=1)[CH2:3][OH:4].C(N(C(C)C)C(C)C)C.[C:20](O[C:20]([O:22][C:23]([CH3:26])([CH3:25])[CH3:24])=[O:21])([O:22][C:23]([CH3:26])([CH3:25])[CH3:24])=[O:21].